Dataset: Full USPTO retrosynthesis dataset with 1.9M reactions from patents (1976-2016). Task: Predict the reactants needed to synthesize the given product. (1) Given the product [Br:1][C:2]1[CH:3]=[C:4]2[C:8](=[CH:9][CH:10]=1)[NH:7][N:6]=[C:5]2[NH:11][C:12]1[S:13][CH:15]=[CH:16][N:14]=1, predict the reactants needed to synthesize it. The reactants are: [Br:1][C:2]1[CH:3]=[C:4]2[C:8](=[CH:9][CH:10]=1)[NH:7][N:6]=[C:5]2[NH:11][C:12]([NH2:14])=[S:13].[CH2:15](OC(Cl)CCl)[CH3:16]. (2) The reactants are: [CH3:1][C:2]1([CH3:23])[C:10]2[C:5](=[CH:6][CH:7]=[CH:8][CH:9]=2)[N:4]([C:11]([O:13][C:14]([CH3:17])([CH3:16])[CH3:15])=[O:12])[CH:3]1[C:18]([O:20]CC)=[O:19].CO.[OH-].[Li+]. Given the product [C:14]([O:13][C:11]([N:4]1[C:5]2[C:10](=[CH:9][CH:8]=[CH:7][CH:6]=2)[C:2]([CH3:23])([CH3:1])[CH:3]1[C:18]([OH:20])=[O:19])=[O:12])([CH3:17])([CH3:15])[CH3:16], predict the reactants needed to synthesize it. (3) Given the product [CH2:7]([CH:6]([N:5]1[C:2]2[C:11]3[CH:10]=[CH:9][C:8]([C:12]4[C:13]([CH3:20])=[CH:14][C:15]([CH3:19])=[CH:16][C:17]=4[CH3:18])=[C:7]([CH3:21])[C:6]=3[N:5]=[C:4]([CH3:22])[C:3]=2[CH:23]=[CH:24]1)[CH2:11][CH3:10])[CH3:8], predict the reactants needed to synthesize it. The reactants are: Cl[C:2]1[C:11]2[C:6](=[C:7]([CH3:21])[C:8]([C:12]3[C:17]([CH3:18])=[CH:16][C:15]([CH3:19])=[CH:14][C:13]=3[CH3:20])=[CH:9][CH:10]=2)[N:5]=[C:4]([CH3:22])[C:3]=1[CH2:23][CH2:24]Cl. (4) Given the product [CH2:12]([C@H:19]1[CH2:23][N:22]([C:7](=[O:8])[CH2:6][CH2:5][C:4]([N:3]([CH3:11])[CH3:2])=[O:10])[C@H:21]([C:24]([NH:26][C:27]2[CH:32]=[CH:31][C:30]([O:33][C:34]3[CH:35]=[CH:36][C:37]([F:40])=[CH:38][CH:39]=3)=[CH:29][CH:28]=2)=[O:25])[CH2:20]1)[C:13]1[CH:14]=[CH:15][CH:16]=[CH:17][CH:18]=1, predict the reactants needed to synthesize it. The reactants are: Cl.[CH3:2][N:3]([CH3:11])[C:4](=[O:10])[CH2:5][CH2:6][C:7](O)=[O:8].[CH2:12]([C@H:19]1[CH2:23][NH:22][C@H:21]([C:24]([NH:26][C:27]2[CH:32]=[CH:31][C:30]([O:33][C:34]3[CH:39]=[CH:38][C:37]([F:40])=[CH:36][CH:35]=3)=[CH:29][CH:28]=2)=[O:25])[CH2:20]1)[C:13]1[CH:18]=[CH:17][CH:16]=[CH:15][CH:14]=1. (5) Given the product [CH3:26][S:23]([C:21]1[CH:20]=[C:19]2[C:15]([CH:16]=[CH:17][NH:18]2)=[C:14]([C:4]2[N:3]=[C:2]([NH:27][CH2:28][CH2:29][C:30]3[CH:31]=[N:32][CH:33]=[CH:34][CH:35]=3)[CH:7]=[C:6]([N:8]3[CH2:13][CH2:12][O:11][CH2:10][CH2:9]3)[N:5]=2)[CH:22]=1)(=[O:25])=[O:24], predict the reactants needed to synthesize it. The reactants are: Cl[C:2]1[CH:7]=[C:6]([N:8]2[CH2:13][CH2:12][O:11][CH2:10][CH2:9]2)[N:5]=[C:4]([C:14]2[CH:22]=[C:21]([S:23]([CH3:26])(=[O:25])=[O:24])[CH:20]=[C:19]3[C:15]=2[CH:16]=[CH:17][NH:18]3)[N:3]=1.[NH2:27][CH2:28][CH2:29][C:30]1[CH:31]=[N:32][CH:33]=[CH:34][CH:35]=1. (6) Given the product [NH:18]1[CH:22]=[CH:21][N:20]=[C:19]1[CH2:23][N:13]1[C:14]2[C:9](=[C:8]([O:1][C:2]3[CH:3]=[CH:4][CH:5]=[CH:6][CH:7]=3)[CH:17]=[CH:16][CH:15]=2)[CH2:10][CH2:11][CH2:12]1, predict the reactants needed to synthesize it. The reactants are: [O:1]([C:8]1[CH:17]=[CH:16][CH:15]=[C:14]2[C:9]=1[CH2:10][CH2:11][CH2:12][NH:13]2)[C:2]1[CH:7]=[CH:6][CH:5]=[CH:4][CH:3]=1.[NH:18]1[CH:22]=[CH:21][N:20]=[C:19]1[CH:23]=O.C([BH3-])#N.[Na+]. (7) The reactants are: [O:1]=[C:2]1[CH2:7][NH:6][CH2:5][CH2:4][N:3]1[C:8]1[CH:9]=[C:10]2[C:15](=[CH:16][CH:17]=1)[CH:14]=[C:13]([C:18]#[N:19])[CH:12]=[CH:11]2.[CH3:20][C:21]1[C:29]2[CH2:28][O:27][C:26](=[O:30])[C:25]=2[CH:24]=[CH:23][C:22]=1[C@@H:31]1[CH2:33][O:32]1. Given the product [OH:32][C@H:31]([C:22]1[CH:23]=[CH:24][C:25]2[C:26](=[O:30])[O:27][CH2:28][C:29]=2[C:21]=1[CH3:20])[CH2:33][N:6]1[CH2:5][CH2:4][N:3]([C:8]2[CH:9]=[C:10]3[C:15](=[CH:16][CH:17]=2)[CH:14]=[C:13]([C:18]#[N:19])[CH:12]=[CH:11]3)[C:2](=[O:1])[CH2:7]1, predict the reactants needed to synthesize it. (8) Given the product [CH:13]1[C:14]2[NH:15][C:16]3[C:21](=[CH:20][CH:19]=[CH:18][CH:17]=3)[C:22]=2[CH:23]=[CH:24][C:12]=1[O:11][CH2:2][CH2:3][CH2:4][CH2:5][C:6]([O:8][CH2:9][CH3:10])=[O:7], predict the reactants needed to synthesize it. The reactants are: Br[CH2:2][CH2:3][CH2:4][CH2:5][C:6]([O:8][CH2:9][CH3:10])=[O:7].[OH:11][C:12]1[CH:24]=[CH:23][C:22]2[C:21]3[C:16](=[CH:17][CH:18]=[CH:19][CH:20]=3)[NH:15][C:14]=2[CH:13]=1.